From a dataset of Catalyst prediction with 721,799 reactions and 888 catalyst types from USPTO. Predict which catalyst facilitates the given reaction. (1) Reactant: Cl.[C:2]([NH:6][NH2:7])([CH3:5])([CH3:4])[CH3:3].C([C:11](=[C:17]=[CH:18]N(C)C)[C:12]([O:14][CH2:15][CH3:16])=[O:13])(=O)C.[CH2:22](O)C. Product: [C:2]([N:6]1[C:18]([CH3:22])=[CH:17][C:11]([C:12]([O:14][CH2:15][CH3:16])=[O:13])=[N:7]1)([CH3:5])([CH3:4])[CH3:3]. The catalyst class is: 28. (2) Reactant: [N:1]1[CH:6]=[CH:5][C:4]([NH:7][C:8]2[C:16]3[C:11](=[CH:12][CH:13]=[CH:14][CH:15]=3)[NH:10][C:9]=2[C:17]([OH:19])=O)=[CH:3][CH:2]=1.F[P-](F)(F)(F)(F)F.[N:27]1(O[P+](N(C)C)(N(C)C)N(C)C)C2C=CC=CC=2N=N1.C(N(C(C)C)CC)(C)C.N.CO. The catalyst class is: 31. Product: [N:1]1[CH:2]=[CH:3][C:4]([NH:7][C:8]2[C:16]3[C:11](=[CH:12][CH:13]=[CH:14][CH:15]=3)[NH:10][C:9]=2[C:17]([NH2:27])=[O:19])=[CH:5][CH:6]=1. (3) Reactant: CS(O[CH2:6][CH2:7][CH2:8][C:9]#[CH:10])(=O)=O.[N:11]1([C:17]2[N:22]=[CH:21][CH:20]=[CH:19][N:18]=2)[CH2:16][CH2:15][NH:14][CH2:13][CH2:12]1.C(N(C(C)C)CC)(C)C. Product: [CH2:6]([N:14]1[CH2:15][CH2:16][N:11]([C:17]2[N:18]=[CH:19][CH:20]=[CH:21][N:22]=2)[CH2:12][CH2:13]1)[CH2:7][CH2:8][C:9]#[CH:10]. The catalyst class is: 1.